This data is from Catalyst prediction with 721,799 reactions and 888 catalyst types from USPTO. The task is: Predict which catalyst facilitates the given reaction. (1) Reactant: Br[C:2]1[S:6][C:5]2=[N:7][CH:8]=[C:9]([I:10])[N:4]2[N:3]=1.[N:11]1([S:17]([C:20]2[CH:25]=[CH:24][C:23](B(O)O)=[CH:22][CH:21]=2)(=[O:19])=[O:18])[CH2:16][CH2:15][O:14][CH2:13][CH2:12]1.C([O-])([O-])=O.[Na+].[Na+]. Product: [I:10][C:9]1[N:4]2[C:5]([S:6][C:2]([C:23]3[CH:24]=[CH:25][C:20]([S:17]([N:11]4[CH2:12][CH2:13][O:14][CH2:15][CH2:16]4)(=[O:18])=[O:19])=[CH:21][CH:22]=3)=[N:3]2)=[N:7][CH:8]=1. The catalyst class is: 184. (2) Reactant: [N:1]12[CH2:10][CH:5]3[CH2:6][CH:7]([CH2:9][CH:3]([C:4]3=[O:11])[CH2:2]1)[CH2:8]2.[BH3:12].O1CCCC1. Product: [BH3:12].[N:1]12[CH2:10][CH:5]3[CH2:6][CH:7]([CH2:9][CH:3]([C:4]3=[O:11])[CH2:2]1)[CH2:8]2. The catalyst class is: 95. (3) Reactant: [CH3:1][C:2]([C:4]1[CH:5]=[CH:6][C:7]([OH:10])=[CH:8][CH:9]=1)=[O:3].C(=O)([O-])[O-].[K+].[K+].[CH2:17](Br)[CH:18]=[CH2:19]. Product: [CH3:1][C:2]([C:4]1[CH:9]=[CH:8][C:7]([O:10][CH2:19][CH:18]=[CH2:17])=[CH:6][CH:5]=1)=[O:3]. The catalyst class is: 42. (4) Reactant: [OH:1][C:2]1[CH:11]=[CH:10][C:5]([C:6]([O:8][CH3:9])=[O:7])=[CH:4][CH:3]=1.[Br:12][CH2:13][CH2:14][CH2:15]Br.C(=O)([O-])[O-].[K+].[K+]. Product: [Br:12][CH2:13][CH2:14][CH2:15][O:1][C:2]1[CH:3]=[CH:4][C:5]([C:6]([O:8][CH3:9])=[O:7])=[CH:10][CH:11]=1. The catalyst class is: 23. (5) Reactant: [OH-].[Na+].[CH:3]1([C:9]#[C:10][CH3:11])[CH2:8][CH2:7][CH2:6][CH2:5][CH2:4]1.[SiH2:12]([C:17]([CH3:20])([CH3:19])[CH3:18])[C:13]([CH3:16])([CH3:15])[CH3:14]. Product: [C:13]([SiH:12]([C:17]([CH3:20])([CH3:19])[CH3:18])[C:11]#[C:10][CH2:9][CH:3]1[CH2:8][CH2:7][CH2:6][CH2:5][CH2:4]1)([CH3:16])([CH3:15])[CH3:14]. The catalyst class is: 57.